Dataset: Forward reaction prediction with 1.9M reactions from USPTO patents (1976-2016). Task: Predict the product of the given reaction. (1) Given the reactants C(OC([N:8]1[CH2:13][CH2:12][N:11]([C:14](=[O:31])[CH2:15][C:16](=[O:30])[NH:17][C:18]2[CH:23]=[CH:22][C:21]([C:24]3[CH:29]=[CH:28][CH:27]=[CH:26][CH:25]=3)=[CH:20][CH:19]=2)[CH2:10][CH2:9]1)=O)(C)(C)C.[ClH:32], predict the reaction product. The product is: [ClH:32].[C:21]1([C:24]2[CH:29]=[CH:28][CH:27]=[CH:26][CH:25]=2)[CH:20]=[CH:19][C:18]([NH:17][C:16](=[O:30])[CH2:15][C:14](=[O:31])[N:11]2[CH2:10][CH2:9][NH:8][CH2:13][CH2:12]2)=[CH:23][CH:22]=1. (2) Given the reactants [CH:1]1([CH2:4][C:5](Cl)=[O:6])[CH2:3][CH2:2]1.[CH2:8]([NH:15][C:16]([C:18]1[S:22][C:21]([NH2:23])=[N:20][C:19]=1[CH3:24])=[O:17])[C:9]1[CH:14]=[CH:13][CH:12]=[CH:11][CH:10]=1, predict the reaction product. The product is: [CH2:8]([NH:15][C:16]([C:18]1[S:22][C:21]([NH:23][C:5](=[O:6])[CH2:4][CH:1]2[CH2:3][CH2:2]2)=[N:20][C:19]=1[CH3:24])=[O:17])[C:9]1[CH:14]=[CH:13][CH:12]=[CH:11][CH:10]=1. (3) The product is: [Br:12][C:9]1[CH:10]=[CH:11][C:6]([CH:2]2[NH:1][C:13]3([CH2:17][CH2:16][CH2:15][CH2:14]3)[NH:5][C:3]2=[O:4])=[CH:7][CH:8]=1. Given the reactants [NH2:1][CH:2]([C:6]1[CH:11]=[CH:10][C:9]([Br:12])=[CH:8][CH:7]=1)[C:3]([NH2:5])=[O:4].[C:13]1(=O)[CH2:17][CH2:16][CH2:15][CH2:14]1, predict the reaction product. (4) Given the reactants [CH3:1][N:2]1[CH:6]=[C:5]([C:7]2[N:12]=[C:11]([C:13]3[CH:14]=[N:15][NH:16][CH:17]=3)[N:10]3[CH:18]=[CH:19][N:20]=[C:9]3[CH:8]=2)[CH:4]=[N:3]1.[CH2:21]1[C:24]2([CH2:27][CH2:26][CH2:25]2)[CH2:23][C:22]1=[CH:28][C:29]#[N:30].N1CCCN2CCCCCC=12, predict the reaction product. The product is: [CH3:1][N:2]1[CH:6]=[C:5]([C:7]2[N:12]=[C:11]([C:13]3[CH:14]=[N:15][N:16]([C:22]4([CH2:28][C:29]#[N:30])[CH2:23][C:24]5([CH2:27][CH2:26][CH2:25]5)[CH2:21]4)[CH:17]=3)[N:10]3[CH:18]=[CH:19][N:20]=[C:9]3[CH:8]=2)[CH:4]=[N:3]1.